Dataset: Blood-brain barrier permeability classification from the B3DB database. Task: Regression/Classification. Given a drug SMILES string, predict its absorption, distribution, metabolism, or excretion properties. Task type varies by dataset: regression for continuous measurements (e.g., permeability, clearance, half-life) or binary classification for categorical outcomes (e.g., BBB penetration, CYP inhibition). Dataset: b3db_classification. (1) The drug is COC[C@@]1(CN)[C@@H](S(=O)(=O)c2ccc(Cl)cc2)[C@@H]1c1ccc(OC)cc1. The result is 1 (penetrates BBB). (2) The compound is CCC(=O)O[C@]1(C(=O)SCCl)[C@H](C)C[C@H]2C3C[C@H](F)C4=CC(=O)C=C[C@]4(C)[C@@]3(F)[C@@H](O)C[C@@]21C. The result is 1 (penetrates BBB). (3) The drug is Cc1cc2c(OCC(CNC(C)(C)C)OC(=O)c3ccccc3)cccc2[nH]1. The result is 0 (does not penetrate BBB). (4) The drug is C[C@H](NN)c1ccccc1. The result is 1 (penetrates BBB). (5) The result is 1 (penetrates BBB). The molecule is C=C(C)C(=O)/C(=C/C(=O)O)OC.